From a dataset of Catalyst prediction with 721,799 reactions and 888 catalyst types from USPTO. Predict which catalyst facilitates the given reaction. Product: [F:32][C:16]1[CH:15]=[CH:14][C:13]([O:12][CH2:11][CH2:10][CH2:9][OH:8])=[C:22]2[C:17]=1[C:18](=[O:31])[C:19]([C:23]1[CH:24]=[CH:25][C:26]([O:29][CH3:30])=[CH:27][CH:28]=1)=[CH:20][NH:21]2. The catalyst class is: 349. Reactant: C([O:8][CH2:9][CH2:10][CH2:11][O:12][C:13]1[CH:14]=[CH:15][C:16]([F:32])=[C:17]2[C:22]=1[NH:21][CH:20]=[C:19]([C:23]1[CH:28]=[CH:27][C:26]([O:29][CH3:30])=[CH:25][CH:24]=1)[C:18]2=[O:31])C1C=CC=CC=1.